From a dataset of Full USPTO retrosynthesis dataset with 1.9M reactions from patents (1976-2016). Predict the reactants needed to synthesize the given product. (1) Given the product [Cl:1][C:2]1[C:3]([N:20]2[CH2:21][CH2:22][CH:23]([C:26](=[O:28])[NH:34][S:31]([N:30]([CH3:29])[C:35]3[CH:40]=[CH:39][CH:38]=[CH:37][CH:36]=3)(=[O:33])=[O:32])[CH2:24][CH2:25]2)=[N:4][C:5]([CH2:13][N:14]2[CH2:18][CH2:17][CH2:16][C:15]2=[O:19])=[C:6]([CH:7]=1)[C:8]([O:10][CH2:11][CH3:12])=[O:9], predict the reactants needed to synthesize it. The reactants are: [Cl:1][C:2]1[C:3]([N:20]2[CH2:25][CH2:24][CH:23]([C:26]([OH:28])=O)[CH2:22][CH2:21]2)=[N:4][C:5]([CH2:13][N:14]2[CH2:18][CH2:17][CH2:16][C:15]2=[O:19])=[C:6]([C:8]([O:10][CH2:11][CH3:12])=[O:9])[CH:7]=1.[CH3:29][N:30]([C:35]1[CH:40]=[CH:39][CH:38]=[CH:37][CH:36]=1)[S:31]([NH2:34])(=[O:33])=[O:32]. (2) The reactants are: [CH2:1]([O:3][C:4](=[O:22])[CH2:5][C:6]1[CH:11]=[CH:10][CH:9]=[C:8]([O:12][C:13]2[CH:18]=[CH:17][C:16]([CH3:19])=[CH:15][C:14]=2[CH:20]=[O:21])[CH:7]=1)[CH3:2].[BH4-].[Na+]. Given the product [CH2:1]([O:3][C:4](=[O:22])[CH2:5][C:6]1[CH:11]=[CH:10][CH:9]=[C:8]([O:12][C:13]2[CH:18]=[CH:17][C:16]([CH3:19])=[CH:15][C:14]=2[CH2:20][OH:21])[CH:7]=1)[CH3:2], predict the reactants needed to synthesize it.